From a dataset of Forward reaction prediction with 1.9M reactions from USPTO patents (1976-2016). Predict the product of the given reaction. (1) Given the reactants CO[CH:3](OC)[CH2:4][C:5](=O)[CH3:6].Cl.[Cl:11][C:12]1[CH:21]=[C:20]([O:22][CH3:23])[C:19]([NH:24][NH2:25])=[CH:18][C:13]=1[C:14]([O:16][CH3:17])=[O:15], predict the reaction product. The product is: [Cl:11][C:12]1[CH:21]=[C:20]([O:22][CH3:23])[C:19]([N:24]2[CH:3]=[CH:4][C:5]([CH3:6])=[N:25]2)=[CH:18][C:13]=1[C:14]([O:16][CH3:17])=[O:15].[Cl:11][C:12]1[CH:21]=[C:20]([O:22][CH3:23])[C:19]([N:24]2[C:5]([CH3:6])=[CH:4][CH:3]=[N:25]2)=[CH:18][C:13]=1[C:14]([O:16][CH3:17])=[O:15]. (2) Given the reactants [CH2:1]([N:8]1[CH2:34][C:10]2([CH2:15][N:14]3[N:16]=[C:17]([C:21]4[CH:26]=[CH:25][C:24]([O:27][C:28]5[CH:33]=[CH:32][CH:31]=[CH:30][CH:29]=5)=[CH:23][CH:22]=4)[C:18]([C:19]#[N:20])=[C:13]3[NH:12][CH2:11]2)[CH2:9]1)[C:2]1[CH:7]=[CH:6][CH:5]=[CH:4][CH:3]=1.ClCCC(NC1C=C(C2N3N=C(C4C=CC(OC5C=CC=CC=5)=CC=4)C(C(N)=O)=C3NCC2)C=CC=1)=[O:39], predict the reaction product. The product is: [CH2:1]([N:8]1[CH2:9][C:10]2([CH2:15][N:14]3[N:16]=[C:17]([C:21]4[CH:26]=[CH:25][C:24]([O:27][C:28]5[CH:29]=[CH:30][CH:31]=[CH:32][CH:33]=5)=[CH:23][CH:22]=4)[C:18]([C:19]([NH2:20])=[O:39])=[C:13]3[NH:12][CH2:11]2)[CH2:34]1)[C:2]1[CH:3]=[CH:4][CH:5]=[CH:6][CH:7]=1. (3) Given the reactants O.FC1C(F)=CC=CC=1C1C=C2C(=CC=1)NN=C2C(NCC1CCN(CC2OC=C([C:35]([OH:37])=[O:36])N=2)CC1)=O.Br[C:39]1[CH:40]=[C:41]2[C:45](=[CH:46][CH:47]=1)[NH:44][N:43]=[C:42]2[C:48]([NH:50][CH2:51][CH:52]1[CH2:57][CH2:56][N:55]([CH2:58][C:59]2[O:63][C:62]([C:64]([O:66]CC)=[O:65])=[CH:61][CH:60]=2)[CH2:54][CH2:53]1)=[O:49].[CH3:69][O:70][C:71]1[CH:76]=[CH:75][N:74]=[CH:73][C:72]=1B(O)O, predict the reaction product. The product is: [CH:35]([OH:37])=[O:36].[CH3:69][O:70][C:71]1[CH:76]=[CH:75][N:74]=[CH:73][C:72]=1[C:39]1[CH:40]=[C:41]2[C:45](=[CH:46][CH:47]=1)[NH:44][N:43]=[C:42]2[C:48]([NH:50][CH2:51][CH:52]1[CH2:57][CH2:56][N:55]([CH2:58][C:59]2[O:63][C:62]([C:64]([OH:66])=[O:65])=[CH:61][CH:60]=2)[CH2:54][CH2:53]1)=[O:49].